This data is from Peptide-MHC class I binding affinity with 185,985 pairs from IEDB/IMGT. The task is: Regression. Given a peptide amino acid sequence and an MHC pseudo amino acid sequence, predict their binding affinity value. This is MHC class I binding data. (1) The MHC is HLA-A01:01 with pseudo-sequence HLA-A01:01. The peptide sequence is LTSAQSGDY. The binding affinity (normalized) is 0.851. (2) The peptide sequence is SGLSEEEVR. The MHC is Mamu-B8301 with pseudo-sequence Mamu-B8301. The binding affinity (normalized) is 0.451. (3) The peptide sequence is RRMATTFTF. The MHC is HLA-A31:01 with pseudo-sequence HLA-A31:01. The binding affinity (normalized) is 0.0847. (4) The peptide sequence is YTAVVKLVY. The MHC is HLA-A29:02 with pseudo-sequence HLA-A29:02. The binding affinity (normalized) is 0.582. (5) The peptide sequence is IPMVTQLAM. The MHC is HLA-B35:01 with pseudo-sequence HLA-B35:01. The binding affinity (normalized) is 0.874.